Dataset: Catalyst prediction with 721,799 reactions and 888 catalyst types from USPTO. Task: Predict which catalyst facilitates the given reaction. (1) Reactant: [C:1]1([C:7]2[C:15]3[CH:14]=[N:13][CH:12]=[N:11][C:10]=3[O:9][CH:8]=2)[CH:6]=[CH:5][CH:4]=[CH:3][CH:2]=1.[I:16]N1C(=O)CCC1=O. Product: [I:16][C:8]1[O:9][C:10]2[N:11]=[CH:12][N:13]=[CH:14][C:15]=2[C:7]=1[C:1]1[CH:2]=[CH:3][CH:4]=[CH:5][CH:6]=1. The catalyst class is: 23. (2) Reactant: [H-].[Na+].[CH2:3]([OH:10])[C:4]1[CH:9]=[CH:8][CH:7]=[CH:6][CH:5]=1.[H][H].F[C:14]1[CH:19]=[CH:18][C:17]([N+:20]([O-:22])=[O:21])=[CH:16][C:15]=1[C:23]([F:26])([F:25])[F:24]. Product: [CH2:3]([O:10][C:14]1[CH:19]=[CH:18][C:17]([N+:20]([O-:22])=[O:21])=[CH:16][C:15]=1[C:23]([F:24])([F:25])[F:26])[C:4]1[CH:9]=[CH:8][CH:7]=[CH:6][CH:5]=1. The catalyst class is: 3. (3) Reactant: [Cl-].[Cl-].[Cl-].[Al+3].[N-:5]=[N+:6]=[N-:7].[Na+].[F:9][C:10]([F:22])([F:21])[C:11]1[C:12]([CH3:20])=[C:13]([CH:17]=[CH:18][CH:19]=1)C(Cl)=O.[N:23]([O-])=O.[Na+].Cl.[O:28]1[CH2:32]CCC1. The catalyst class is: 6. Product: [CH3:20][C:12]1[C:11]([C:10]([F:9])([F:21])[F:22])=[CH:19][CH:18]=[CH:17][C:13]=1[N:5]1[C:32](=[O:28])[NH:23][N:7]=[N:6]1. (4) The catalyst class is: 4. Reactant: [CH2:1]([O:5][C:6]1[CH:11]=[CH:10][C:9]([CH2:12][C@H:13]([NH:18][C:19]([C@@H:21](/[CH:31]=[CH:32]/[CH2:33][CH2:34][CH2:35][CH2:36][CH2:37][CH2:38][S:39]([CH2:42][CH2:43][CH2:44][CH2:45][CH2:46][CH2:47][CH3:48])(=[O:41])=[O:40])[C@@:22]([OH:30])([CH2:26][CH2:27][O:28][CH3:29])[C:23]([O-:25])=[O:24])=[O:20])[C:14]([O:16][CH3:17])=[O:15])=[CH:8][CH:7]=1)[C:2]#[C:3][CH3:4].FC(F)(F)C(O)=O. Product: [CH2:1]([O:5][C:6]1[CH:11]=[CH:10][C:9]([CH2:12][C@H:13]([NH:18][C:19]([C@@H:21](/[CH:31]=[CH:32]/[CH2:33][CH2:34][CH2:35][CH2:36][CH2:37][CH2:38][S:39]([CH2:42][CH2:43][CH2:44][CH2:45][CH2:46][CH2:47][CH3:48])(=[O:40])=[O:41])[C@@:22]([OH:30])([CH2:26][CH2:27][O:28][CH3:29])[C:23]([OH:25])=[O:24])=[O:20])[C:14]([O:16][CH3:17])=[O:15])=[CH:8][CH:7]=1)[C:2]#[C:3][CH3:4]. (5) Reactant: Cl[C:2]1[C:3]2[C:4](=[CH:20][N:21](CC3C=CC(OC)=CC=3)[N:22]=2)[N:5]=[C:6]([C:8]2[CH:13]=[CH:12][CH:11]=[C:10]([C:14]3[CH:15]=[N:16][CH:17]=[CH:18][CH:19]=3)[CH:9]=2)[N:7]=1.[CH3:32][N:33]1[CH2:38][CH2:37][N:36]([C:39]2[CH:45]=[CH:44][C:42]([NH2:43])=[CH:41][CH:40]=2)[CH2:35][CH2:34]1.Cl. Product: [CH3:32][N:33]1[CH2:34][CH2:35][N:36]([C:39]2[CH:45]=[CH:44][C:42]([NH:43][C:2]3[C:3]4[NH:22][N:21]=[CH:20][C:4]=4[N:5]=[C:6]([C:8]4[CH:13]=[CH:12][CH:11]=[C:10]([C:14]5[CH:15]=[N:16][CH:17]=[CH:18][CH:19]=5)[CH:9]=4)[N:7]=3)=[CH:41][CH:40]=2)[CH2:37][CH2:38]1. The catalyst class is: 71. (6) Reactant: C(=O)CCC.C=O.[CH2:8]([C:10]([CH2:15][OH:16])([CH2:13][CH3:14])[CH:11]=[O:12])[OH:9]. Product: [CH2:8]([C:10]([CH2:15][OH:16])([CH2:11][OH:12])[CH2:13][CH3:14])[OH:9]. The catalyst class is: 106.